Dataset: Full USPTO retrosynthesis dataset with 1.9M reactions from patents (1976-2016). Task: Predict the reactants needed to synthesize the given product. (1) Given the product [ClH:31].[CH:1]1([C:4]2[CH:8]=[C:7]([CH:9]3[CH2:11][CH2:10]3)[N:6]([C:12]3[CH:13]=[CH:14][C:15]([NH:18][C:19]([C:21]4[CH:22]=[C:23]5[C:28](=[CH:29][CH:30]=4)[N:27]=[CH:26][CH:25]=[CH:24]5)=[O:20])=[CH:16][CH:17]=3)[N:5]=2)[CH2:2][CH2:3]1, predict the reactants needed to synthesize it. The reactants are: [CH:1]1([C:4]2[CH:8]=[C:7]([CH:9]3[CH2:11][CH2:10]3)[N:6]([C:12]3[CH:17]=[CH:16][C:15]([NH:18][C:19]([C:21]4[CH:22]=[C:23]5[C:28](=[CH:29][CH:30]=4)[N:27]=[CH:26][CH:25]=[CH:24]5)=[O:20])=[CH:14][CH:13]=3)[N:5]=2)[CH2:3][CH2:2]1.[ClH:31]. (2) Given the product [CH2:1]([O:3][C:4]([C:6]1[C:7]([OH:25])=[C:8]2[C:15]([Br:16])=[C:14]([Br:17])[N:13]([C:18]3[CH:23]=[CH:22][C:21]([F:24])=[CH:20][CH:19]=3)[C:9]2=[C:10]([C:26]#[N:27])[N:11]=1)=[O:5])[CH3:2], predict the reactants needed to synthesize it. The reactants are: [CH2:1]([O:3][C:4]([C:6]1[C:7]([OH:25])=[C:8]2[C:15]([Br:16])=[C:14]([Br:17])[N:13]([C:18]3[CH:23]=[CH:22][C:21]([F:24])=[CH:20][CH:19]=3)[C:9]2=[C:10](Br)[N:11]=1)=[O:5])[CH3:2].[C:26]([Cu])#[N:27]. (3) Given the product [Cl:1][C:2]1[CH:7]=[C:6]([NH:8][C:9]([C:11]2[CH:16]=[C:15]([C:28]3[CH:33]=[CH:32][N:31]=[C:30]([CH3:34])[CH:29]=3)[CH:14]=[C:13]([CH3:26])[N:12]=2)=[O:10])[CH:5]=[CH:4][N:3]=1, predict the reactants needed to synthesize it. The reactants are: [Cl:1][C:2]1[CH:7]=[C:6]([NH:8][C:9]([C:11]2[CH:16]=[C:15](B3OC(C)(C)C(C)(C)O3)[CH:14]=[C:13]([CH3:26])[N:12]=2)=[O:10])[CH:5]=[CH:4][N:3]=1.Br[C:28]1[CH:33]=[CH:32][N:31]=[C:30]([CH3:34])[CH:29]=1. (4) Given the product [Br:1][C:2]1[CH:3]=[CH:4][C:5]2[N:9]=[C:8]([C:10]3[CH:14]=[C:13]([CH3:15])[N:12]([CH2:16][C:17]4[CH:22]=[CH:21][C:20]([CH3:23])=[CH:19][CH:18]=4)[N:11]=3)[N:7]([CH2:39][O:38][CH2:37][CH2:36][Si:35]([CH3:42])([CH3:41])[CH3:34])[C:6]=2[CH:24]=1, predict the reactants needed to synthesize it. The reactants are: [Br:1][C:2]1[CH:3]=[CH:4][C:5]2[N:9]=[C:8]([C:10]3[CH:14]=[C:13]([CH3:15])[N:12]([CH2:16][C:17]4[CH:22]=[CH:21][C:20]([CH3:23])=[CH:19][CH:18]=4)[N:11]=3)[NH:7][C:6]=2[CH:24]=1.C(N(C(C)C)CC)(C)C.[CH3:34][Si:35]([CH3:42])([CH3:41])[CH2:36][CH2:37][O:38][CH2:39]Cl.O. (5) Given the product [CH:22]1[C:31]2[C:26](=[CH:27][C:28]([C:2]3[CH:21]=[CH:20][C:5]([C:6]([N:8]4[CH2:12][CH:11]5[CH2:13][N:14]([C:16](=[O:19])[CH2:17][CH3:18])[CH2:15][CH:10]5[CH2:9]4)=[O:7])=[CH:4][CH:3]=3)=[CH:29][CH:30]=2)[CH:25]=[CH:24][N:23]=1, predict the reactants needed to synthesize it. The reactants are: Br[C:2]1[CH:21]=[CH:20][C:5]([C:6]([N:8]2[CH2:12][CH:11]3[CH2:13][N:14]([C:16](=[O:19])[CH2:17][CH3:18])[CH2:15][CH:10]3[CH2:9]2)=[O:7])=[CH:4][CH:3]=1.[CH:22]1[C:31]2[C:26](=[CH:27][C:28](B(O)O)=[CH:29][CH:30]=2)[CH:25]=[CH:24][N:23]=1.C(O)(O)=O. (6) Given the product [Cl:1][C:2]1[CH:3]=[C:4]([CH:8]=[CH:9][N:10]=1)[C:5]([NH:11][NH:12][C:13]([NH2:15])=[S:14])=[O:6], predict the reactants needed to synthesize it. The reactants are: [Cl:1][C:2]1[CH:3]=[C:4]([CH:8]=[CH:9][N:10]=1)[C:5](O)=[O:6].[NH2:11][NH:12][C:13]([NH2:15])=[S:14].N1C=CC=CC=1. (7) Given the product [C:10]([O:9][C:8]([CH2:35][CH2:36][O:37][CH2:30][CH2:31][NH:32][C:18](=[O:20])/[CH:17]=[CH:16]/[C:15]([O:22][CH3:23])=[O:21])=[O:14])([CH3:11])([CH3:12])[CH3:13], predict the reactants needed to synthesize it. The reactants are: NCCOCCN[C:8](=[O:14])[O:9][C:10]([CH3:13])([CH3:12])[CH3:11].[C:15]([O:22][CH3:23])(=[O:21])/[CH:16]=[CH:17]/[C:18]([O-:20])=O.CCN=C=NC[CH2:30][CH2:31][N:32](C)C.[CH3:35][CH2:36][O:37]C(C)=O. (8) Given the product [O:28]([C:25]1[CH:24]=[CH:23][C:22]([C:17]2[C:18]([C:19]([NH2:21])=[O:20])=[C:13]3[NH:12][CH2:11][C:10]4([CH2:9][NH:8][CH2:35]4)[CH2:15][N:14]3[N:16]=2)=[CH:27][CH:26]=1)[C:29]1[CH:34]=[CH:33][CH:32]=[CH:31][CH:30]=1, predict the reactants needed to synthesize it. The reactants are: C([N:8]1[CH2:35][C:10]2([CH2:15][N:14]3[N:16]=[C:17]([C:22]4[CH:27]=[CH:26][C:25]([O:28][C:29]5[CH:34]=[CH:33][CH:32]=[CH:31][CH:30]=5)=[CH:24][CH:23]=4)[C:18]([C:19]([NH2:21])=[O:20])=[C:13]3[NH:12][CH2:11]2)[CH2:9]1)C1C=CC=CC=1. (9) Given the product [CH:1]([C:3]1[S:11][C:10]2[C:9](=[O:12])[C:8]([C:13]([O:15][CH2:16][CH3:17])=[O:14])=[CH:7][N:6]([CH3:19])[C:5]=2[C:4]=1[CH3:18])=[O:2], predict the reactants needed to synthesize it. The reactants are: [CH:1]([C:3]1[S:11][C:10]2[C:9](=[O:12])[C:8]([C:13]([O:15][CH2:16][CH3:17])=[O:14])=[CH:7][NH:6][C:5]=2[C:4]=1[CH3:18])=[O:2].[C:19](=O)([O-])[O-].[K+].[K+].CI. (10) Given the product [O:34]=[C:33]1[C:32]([CH2:28][C:29]([OH:30])=[O:36])=[C:11]([C:13]2[CH:18]=[CH:17][CH:16]=[CH:15][CH:14]=2)[C:3]2[C:2](=[CH:10][C:9]3[CH2:8][CH2:7][CH2:6][C:5]=3[CH:4]=2)[O:1]1, predict the reactants needed to synthesize it. The reactants are: [OH:1][C:2]1[CH:10]=[C:9]2[C:5]([CH2:6][CH2:7][CH2:8]2)=[CH:4][C:3]=1[C:11]([C:13]1[CH:18]=[CH:17][CH:16]=[CH:15][CH:14]=1)=O.C(N(CC)CC)C.C([CH:28]([CH2:32][C:33](Cl)=[O:34])[C:29](Cl)=[O:30])C.[OH2:36].